From a dataset of Reaction yield outcomes from USPTO patents with 853,638 reactions. Predict the reaction yield, written as a fraction of the theoretical maximum amount of product (1.0 means a 100% yield; for example, 0.34 means a 34% yield). (1) The reactants are [Cl:1][C:2]1[CH:7]=[C:6]([NH:8][CH2:9][CH3:10])[C:5]([N+:11]([O-])=O)=[CH:4][N:3]=1.O.NN. The catalyst is CO. The product is [Cl:1][C:2]1[N:3]=[CH:4][C:5]([NH2:11])=[C:6]([NH:8][CH2:9][CH3:10])[CH:7]=1. The yield is 0.800. (2) The product is [CH2:20]([N:8]1[C:9]2[C:5](=[CH:4][C:3]([O:2][CH3:1])=[CH:11][CH:10]=2)[CH:6]=[CH:7]1)[C:17]1[CH:18]=[CH:19][CH:14]=[CH:15][CH:16]=1. The reactants are [CH3:1][O:2][C:3]1[CH:4]=[C:5]2[C:9](=[CH:10][CH:11]=1)[NH:8][CH:7]=[CH:6]2.[H-].[Na+].[CH:14]1[CH:19]=[CH:18][C:17]([CH2:20]Br)=[CH:16][CH:15]=1. The yield is 0.990. The catalyst is CN(C=O)C.O. (3) The reactants are [CH3:1][O:2][C:3]1[CH:4]=[C:5]([CH:34]=[C:35]([O:41][CH3:42])[C:36]=1[O:37][CH2:38][CH2:39][CH3:40])[CH2:6][C:7]1[C:16]2[C:11](=[C:12]([N:20]=C(C3C=CC=CC=3)C3C=CC=CC=3)[C:13]([O:17][CH2:18][CH3:19])=[CH:14][CH:15]=2)[CH:10]=[N:9][CH:8]=1.[ClH:43].CO. The catalyst is C1COCC1. The product is [ClH:43].[ClH:43].[CH3:1][O:2][C:3]1[CH:4]=[C:5]([CH:34]=[C:35]([O:41][CH3:42])[C:36]=1[O:37][CH2:38][CH2:39][CH3:40])[CH2:6][C:7]1[C:16]2[C:11](=[C:12]([NH2:20])[C:13]([O:17][CH2:18][CH3:19])=[CH:14][CH:15]=2)[CH:10]=[N:9][CH:8]=1. The yield is 0.690. (4) The reactants are [CH:1]([N:4]1[C:8]([C:9]2[N:18]=[C:17]3[N:11]([CH2:12][CH2:13][O:14][C:15]4[CH:22]=[C:21](O)[N:20]=[CH:19][C:16]=43)[CH:10]=2)=[N:7][CH:6]=[N:5]1)([CH3:3])[CH3:2].[CH3:24][OH:25].[OH2:26]. The yield is 0.0600. The product is [OH:25][C@@H:24]1[CH2:2][CH2:1][N:4]([C:21]2[N:20]=[CH:19][C:16]3[C:17]4[N:11]([CH:10]=[C:9]([C:8]5[N:4]([CH:1]([CH3:3])[CH3:2])[N:5]=[CH:6][N:7]=5)[N:18]=4)[CH2:12][CH2:13][O:14][C:15]=3[CH:22]=2)[C@@H:8]1[C:9]([NH2:18])=[O:26]. No catalyst specified.